Dataset: NCI-60 drug combinations with 297,098 pairs across 59 cell lines. Task: Regression. Given two drug SMILES strings and cell line genomic features, predict the synergy score measuring deviation from expected non-interaction effect. (1) Drug 1: CC1CCC2CC(C(=CC=CC=CC(CC(C(=O)C(C(C(=CC(C(=O)CC(OC(=O)C3CCCCN3C(=O)C(=O)C1(O2)O)C(C)CC4CCC(C(C4)OC)OCCO)C)C)O)OC)C)C)C)OC. Drug 2: C1C(C(OC1N2C=NC3=C2NC=NCC3O)CO)O. Cell line: HCT116. Synergy scores: CSS=2.34, Synergy_ZIP=3.01, Synergy_Bliss=4.13, Synergy_Loewe=1.56, Synergy_HSA=0.445. (2) Drug 1: CC1C(C(CC(O1)OC2CC(CC3=C2C(=C4C(=C3O)C(=O)C5=C(C4=O)C(=CC=C5)OC)O)(C(=O)C)O)N)O.Cl. Drug 2: CCN(CC)CCNC(=O)C1=C(NC(=C1C)C=C2C3=C(C=CC(=C3)F)NC2=O)C. Cell line: SK-MEL-28. Synergy scores: CSS=9.04, Synergy_ZIP=-3.36, Synergy_Bliss=0.688, Synergy_Loewe=-12.0, Synergy_HSA=-4.75.